Task: Predict the product of the given reaction.. Dataset: Forward reaction prediction with 1.9M reactions from USPTO patents (1976-2016) (1) Given the reactants Br[C:2]1[S:3][N:4]=[C:5]2[CH:10]=[C:9]([Br:11])[CH:8]=[N:7][C:6]=12.[NH2:12][CH2:13][CH:14]1[CH2:16][CH2:15]1, predict the reaction product. The product is: [Br:11][C:9]1[CH:8]=[N:7][C:6]2=[C:2]([NH:12][CH2:13][CH:14]3[CH2:16][CH2:15]3)[S:3][N:4]=[C:5]2[CH:10]=1. (2) Given the reactants Br[CH2:2][CH:3]1[O:8][C:7]2[CH:9]=[C:10]([S:14]([CH3:17])(=[O:16])=[O:15])[CH:11]=[C:12]([F:13])[C:6]=2[CH2:5][O:4]1.[CH3:18][NH:19][CH3:20], predict the reaction product. The product is: [F:13][C:12]1[C:6]2[CH2:5][O:4][CH:3]([CH2:2][N:19]([CH3:20])[CH3:18])[O:8][C:7]=2[CH:9]=[C:10]([S:14]([CH3:17])(=[O:16])=[O:15])[CH:11]=1. (3) Given the reactants [Cl:1][C:2]1[N:7]=[C:6](Cl)[CH:5]=[CH:4][N:3]=1.[CH3:9][NH:10][CH:11]1[CH2:27][CH2:26][C:14]2([CH2:18][N:17]([C:19]([O:21][C:22]([CH3:25])([CH3:24])[CH3:23])=[O:20])[CH2:16][CH2:15]2)[CH2:13][CH2:12]1.CCN(CC)CC, predict the reaction product. The product is: [Cl:1][C:2]1[N:7]=[C:6]([N:10]([CH3:9])[CH:11]2[CH2:27][CH2:26][C:14]3([CH2:18][N:17]([C:19]([O:21][C:22]([CH3:23])([CH3:24])[CH3:25])=[O:20])[CH2:16][CH2:15]3)[CH2:13][CH2:12]2)[CH:5]=[CH:4][N:3]=1. (4) Given the reactants [CH3:1][C:2]1[C:7]([NH:8][C:9]([CH2:11][N:12]2[CH2:17][CH2:16][N:15]([CH2:18][CH:19]([OH:30])[CH2:20][O:21][C:22]3[CH:23]=[CH:24][CH:25]=[CH:26][C:27]=3[O:28][CH3:29])[CH2:14][CH2:13]2)=[O:10])=[C:6]([CH3:31])[CH:5]=[CH:4][CH:3]=1.[C:32]([OH:39])(=[O:38])/[CH:33]=[CH:34]/[C:35]([OH:37])=[O:36], predict the reaction product. The product is: [CH3:1][C:2]1[C:7]([NH:8][C:9]([CH2:11][N:12]2[CH2:13][CH2:14][N:15]([CH2:18][CH:19]([OH:30])[CH2:20][O:21][C:22]3[CH:23]=[CH:24][CH:25]=[CH:26][C:27]=3[O:28][CH3:29])[CH2:16][CH2:17]2)=[O:10])=[C:6]([CH3:31])[CH:5]=[CH:4][CH:3]=1.[C:32]([O-:39])(=[O:38])/[CH:33]=[CH:34]/[C:35]([O-:37])=[O:36]. (5) Given the reactants CC([O:4][CH2:5][C@H:6]1[O:11][C@H:10]([O:12][C@:13]2([CH2:22][Cl:23])[O:17][C@H:16]([CH2:18][Cl:19])[C@@H:15]([OH:20])[C@@H:14]2[OH:21])[C@H:9]([OH:24])[C@@H:8]([OH:25])[C@H:7]1[Cl:26])=O.C[O-].[Na+], predict the reaction product. The product is: [CH2:5]([OH:4])[C@@H:6]1[O:11][C@H:10]([O:12][C@:13]2([CH2:22][Cl:23])[O:17][C@H:16]([CH2:18][Cl:19])[C@@H:15]([OH:20])[C@@H:14]2[OH:21])[C@@H:9]([OH:24])[C@@H:8]([OH:25])[C@H:7]1[Cl:26]. (6) The product is: [Cl:1][C:2]1[C:3]([C:14]2[C:22]3[C:17](=[CH:18][CH:19]=[CH:20][CH:21]=3)[N:16]([S:23]([C:26]3[CH:31]=[CH:30][CH:29]=[CH:28][CH:27]=3)(=[O:25])=[O:24])[CH:15]=2)=[N:4][C:5]([NH:8][C@H:9]2[CH2:13][CH2:12][N:11]([C:51]([C:50]3[CH:49]=[CH:48][C:47]([NH:46][C:44](=[O:45])[O:43][C:39]([CH3:41])([CH3:40])[CH3:42])=[CH:55][CH:54]=3)=[O:52])[CH2:10]2)=[N:6][CH:7]=1. Given the reactants [Cl:1][C:2]1[C:3]([C:14]2[C:22]3[C:17](=[CH:18][CH:19]=[CH:20][CH:21]=3)[N:16]([S:23]([C:26]3[CH:31]=[CH:30][CH:29]=[CH:28][CH:27]=3)(=[O:25])=[O:24])[CH:15]=2)=[N:4][C:5]([NH:8][C@H:9]2[CH2:13][CH2:12][NH:11][CH2:10]2)=[N:6][CH:7]=1.C(O)(C(F)(F)F)=O.[C:39]([O:43][C:44]([NH:46][C:47]1[CH:55]=[CH:54][C:50]([C:51](O)=[O:52])=[CH:49][CH:48]=1)=[O:45])([CH3:42])([CH3:41])[CH3:40].CN(C(ON1N=NC2C=CC=CC1=2)=[N+](C)C)C.F[P-](F)(F)(F)(F)F.C(N(C(C)C)CC)(C)C, predict the reaction product. (7) The product is: [CH3:13][S:10]([CH2:9][CH2:8][NH:7][C:14]1[C:15]2[N:16]([C:20]([C:29]3[CH:30]=[CH:31][N:32]=[C:27]([NH:47][CH3:46])[N:28]=3)=[CH:21][N:22]=2)[CH:17]=[CH:18][N:19]=1)(=[O:11])=[O:12]. Given the reactants C(OC(=O)[N:7]([C:14]1[C:15]2[N:16]([C:20](Br)=[CH:21][N:22]=2)[CH:17]=[CH:18][N:19]=1)[CH2:8][CH2:9][S:10]([CH3:13])(=[O:12])=[O:11])(C)(C)C.CS[C:27]1[N:32]=[C:31]([Sn](CCCC)(CCCC)CCCC)[CH:30]=[CH:29][N:28]=1.[CH3:46][NH2:47], predict the reaction product. (8) Given the reactants Cl.Cl.[C:3]([C:7]1[CH:12]=[CH:11][CH:10]=[CH:9][C:8]=1[N:13]1[CH2:18][CH2:17][NH:16][CH2:15][CH2:14]1)([CH3:6])([CH3:5])[CH3:4].[CH2:19]([N:21]=[C:22]=[O:23])[CH3:20], predict the reaction product. The product is: [C:3]([C:7]1[CH:12]=[CH:11][CH:10]=[CH:9][C:8]=1[N:13]1[CH2:18][CH2:17][N:16]([C:22]([NH:21][CH2:19][CH3:20])=[O:23])[CH2:15][CH2:14]1)([CH3:6])([CH3:4])[CH3:5]. (9) Given the reactants [Cl:1][C:2]1[CH:11]=[CH:10][C:9]2[N:8]=[CH:7][C:6](=[O:12])[N:5]3[CH:13]([CH2:16][N:17]4[CH2:22][CH2:21][CH:20]([N:23]([CH2:31][C:32]5[N:37]=[CH:36][C:35]6[O:38][CH2:39][CH2:40][O:41][C:34]=6[CH:33]=5)C(=O)OC(C)(C)C)[CH2:19][CH2:18]4)[CH2:14][O:15][C:3]=1[C:4]=23.FC1C=NC2C=CC(=O)N3[C@H](CN4CCC(O)C(CNC(=O)OC(C)(C)C)C4)COC=1C=23.FC(F)(F)C(O)=O, predict the reaction product. The product is: [ClH:1].[ClH:1].[Cl:1][C:2]1[CH:11]=[CH:10][C:9]2[N:8]=[CH:7][C:6](=[O:12])[N:5]3[CH:13]([CH2:16][N:17]4[CH2:18][CH2:19][CH:20]([NH:23][CH2:31][C:32]5[N:37]=[CH:36][C:35]6[O:38][CH2:39][CH2:40][O:41][C:34]=6[CH:33]=5)[CH2:21][CH2:22]4)[CH2:14][O:15][C:3]=1[C:4]=23. (10) Given the reactants C([NH:4][C:5]([CH2:16][C:17]1[C:22]([N+:23]([O-:25])=[O:24])=[CH:21][CH:20]=[CH:19][C:18]=1[CH3:26])(C(OCC)=O)[C:6]([O:8]CC)=[O:7])(=O)C.[ClH:27], predict the reaction product. The product is: [ClH:27].[CH3:26][C:18]1[CH:19]=[CH:20][CH:21]=[C:22]([N+:23]([O-:25])=[O:24])[C:17]=1[CH2:16][C@@H:5]([C:6]([OH:8])=[O:7])[NH2:4].